Dataset: Full USPTO retrosynthesis dataset with 1.9M reactions from patents (1976-2016). Task: Predict the reactants needed to synthesize the given product. (1) Given the product [Cl:8][C:7]1[C:2]([NH:11][CH3:10])=[N:3][CH:4]=[N:5][C:6]=1[Cl:9], predict the reactants needed to synthesize it. The reactants are: Cl[C:2]1[C:7]([Cl:8])=[C:6]([Cl:9])[N:5]=[CH:4][N:3]=1.[CH3:10][NH2:11]. (2) Given the product [F:10][C:9]([F:12])([F:11])[O:8][C:3]1[CH:4]=[CH:5][CH:6]=[CH:7][C:2]=1[C:20]1[CH:19]=[CH:18][CH:17]=[C:16]([C:13](=[O:15])[CH3:14])[CH:21]=1, predict the reactants needed to synthesize it. The reactants are: Br[C:2]1[CH:7]=[CH:6][CH:5]=[CH:4][C:3]=1[O:8][C:9]([F:12])([F:11])[F:10].[C:13]([C:16]1[CH:17]=[C:18](B(O)O)[CH:19]=[CH:20][CH:21]=1)(=[O:15])[CH3:14].C1C=CC(P(C2C=CC=CC=2)C2C=CC=CC=2)=CC=1.C(=O)([O-])[O-].[Na+].[Na+]. (3) Given the product [CH2:14]([O:13][C:11](=[O:12])[CH2:10][C:3]1[C:4]2[C:9](=[CH:8][CH:7]=[CH:6][CH:5]=2)[N:1]([CH:21]2[CH2:26][CH2:25][N:24]([C:27]([O:29][C:30]([CH3:33])([CH3:32])[CH3:31])=[O:28])[CH2:23][CH2:22]2)[N:2]=1)[CH3:15], predict the reactants needed to synthesize it. The reactants are: [NH:1]1[C:9]2[C:4](=[CH:5][CH:6]=[CH:7][CH:8]=2)[C:3]([CH2:10][C:11]([O:13][CH2:14][CH3:15])=[O:12])=[N:2]1.CS(O[CH:21]1[CH2:26][CH2:25][N:24]([C:27]([O:29][C:30]([CH3:33])([CH3:32])[CH3:31])=[O:28])[CH2:23][CH2:22]1)(=O)=O.C([O-])([O-])=O.[Cs+].[Cs+].O1CCOCC1. (4) The reactants are: [CH3:1][C:2]1([CH3:18])[O:6][C@@H:5]([C@@H:7]([OH:17])[CH2:8][NH:9][C:10](=[O:16])[O:11][C:12]([CH3:15])([CH3:14])[CH3:13])[CH2:4][O:3]1.C(N(CC)CC)C.[CH3:26][S:27](Cl)(=[O:29])=[O:28]. Given the product [CH3:26][S:27]([O:17][C@H:7]([C@H:5]1[CH2:4][O:3][C:2]([CH3:18])([CH3:1])[O:6]1)[CH2:8][NH:9][C:10]([O:11][C:12]([CH3:13])([CH3:15])[CH3:14])=[O:16])(=[O:29])=[O:28], predict the reactants needed to synthesize it. (5) Given the product [F:1][C:2]1[CH:9]=[CH:8][CH:7]=[C:6]([O:10][CH2:11][O:12][CH3:13])[C:3]=1[CH:4]=[O:5], predict the reactants needed to synthesize it. The reactants are: [F:1][C:2]1[CH:9]=[CH:8][CH:7]=[C:6]([OH:10])[C:3]=1[CH:4]=[O:5].[CH3:11][O:12][CH2:13]Cl.C(=O)([O-])[O-].[K+].[K+].O. (6) Given the product [Cl:40][C:16]1[C:15]([O:18][CH2:19][C@@H:20]([NH:25][C:26](=[O:32])[O:27][C:28]([CH3:30])([CH3:29])[CH3:31])[CH2:21][CH:22]([CH3:24])[CH3:23])=[CH:14][C:6]2[N:7]([CH3:13])[C:8](=[O:12])[C:9]3[C:4]([C:5]=2[CH:17]=1)=[CH:3][C:2]([CH3:1])=[N:11][CH:10]=3, predict the reactants needed to synthesize it. The reactants are: [CH3:1][C:2]1[CH:3]=[C:4]2[C:9](=[CH:10][N:11]=1)[C:8](=[O:12])[N:7]([CH3:13])[C:6]1[CH:14]=[C:15]([O:18][CH2:19][C@@H:20]([NH:25][C:26](=[O:32])[O:27][C:28]([CH3:31])([CH3:30])[CH3:29])[CH2:21][CH:22]([CH3:24])[CH3:23])[CH:16]=[CH:17][C:5]2=1.C1C(=O)N([Cl:40])C(=O)C1.